This data is from Reaction yield outcomes from USPTO patents with 853,638 reactions. The task is: Predict the reaction yield, written as a fraction of the theoretical maximum amount of product (1.0 means a 100% yield; for example, 0.34 means a 34% yield). (1) The reactants are [Cl:1][C:2]1[S:6][C:5]([NH:7][C:8]([N:10]2[CH2:15][CH2:14][NH:13][CH2:12][CH2:11]2)=[O:9])=[N:4][C:3]=1[CH2:16][CH3:17].[C:18]([N:22]1[CH2:27][CH2:26][N:25](C(OC(C)(C)C)=O)[C@@H:24]([C:35](O)=[O:36])[CH2:23]1)([CH3:21])([CH3:20])[CH3:19].C1C=CC2N(O)N=NC=2C=1.CCN=C=NCCCN(C)C.CCN(C(C)C)C(C)C. The catalyst is C1COCC1. The product is [NH3:4].[CH3:8][OH:9].[C:18]([N:22]1[CH2:27][CH2:26][NH:25][C@@H:24]([C:35]([N:13]2[CH2:14][CH2:15][N:10]([C:8]([NH:7][C:5]3[S:6][C:2]([Cl:1])=[C:3]([CH2:16][CH3:17])[N:4]=3)=[O:9])[CH2:11][CH2:12]2)=[O:36])[CH2:23]1)([CH3:21])([CH3:20])[CH3:19]. The yield is 0.100. (2) The reactants are [Br:1][C:2]1[CH:7]=[CH:6][C:5]([C:8](=[O:10])[CH3:9])=[C:4]([OH:11])[CH:3]=1.C([O-])([O-])=O.[K+].[K+].[I-].[K+].Br[CH2:21][CH2:22][NH:23][C:24](=[O:30])[O:25][C:26]([CH3:29])([CH3:28])[CH3:27]. The catalyst is CN(C=O)C. The product is [C:8]([C:5]1[CH:6]=[CH:7][C:2]([Br:1])=[CH:3][C:4]=1[O:11][CH2:21][CH2:22][NH:23][C:24](=[O:30])[O:25][C:26]([CH3:29])([CH3:28])[CH3:27])(=[O:10])[CH3:9]. The yield is 0.840.